From a dataset of NCI-60 drug combinations with 297,098 pairs across 59 cell lines. Regression. Given two drug SMILES strings and cell line genomic features, predict the synergy score measuring deviation from expected non-interaction effect. Drug 2: CS(=O)(=O)CCNCC1=CC=C(O1)C2=CC3=C(C=C2)N=CN=C3NC4=CC(=C(C=C4)OCC5=CC(=CC=C5)F)Cl. Synergy scores: CSS=7.01, Synergy_ZIP=-0.101, Synergy_Bliss=-0.147, Synergy_Loewe=-3.02, Synergy_HSA=-1.63. Drug 1: CN1C(=O)N2C=NC(=C2N=N1)C(=O)N. Cell line: DU-145.